Dataset: Full USPTO retrosynthesis dataset with 1.9M reactions from patents (1976-2016). Task: Predict the reactants needed to synthesize the given product. (1) Given the product [C:23]([N:26]1[CH2:31][CH2:30][N:29]([CH2:32][C:33]2[NH:6][C:5]([C:7]3[CH:8]=[C:9]4[C:13](=[CH:14][CH:15]=3)[NH:12][N:11]=[C:10]4[C:16]3[CH:21]=[CH:20][C:19]([F:22])=[CH:18][CH:17]=3)=[N:36][N:35]=2)[CH2:28][CH2:27]1)(=[O:25])[CH3:24], predict the reactants needed to synthesize it. The reactants are: Cl.C(O[CH:5]([C:7]1[CH:8]=[C:9]2[C:13](=[CH:14][CH:15]=1)[NH:12][N:11]=[C:10]2[C:16]1[CH:21]=[CH:20][C:19]([F:22])=[CH:18][CH:17]=1)[NH2:6])C.[C:23]([N:26]1[CH2:31][CH2:30][N:29]([CH2:32][C:33]([NH:35][NH2:36])=O)[CH2:28][CH2:27]1)(=[O:25])[CH3:24].C[O-].[Na+]. (2) Given the product [C:1]([O:5][C:6]([N:8]1[CH2:11][C:10]([O:13][C:14]2[CH:15]=[C:16]3[C:25](=[CH:26][C:27]=2[C:32]([CH3:36])=[CH2:31])[O:24][CH2:23][C:22]2[N:17]3[CH:18]([CH3:30])[C:19](=[O:29])[NH:20][N:21]=2)([CH3:12])[CH2:9]1)=[O:7])([CH3:4])([CH3:3])[CH3:2], predict the reactants needed to synthesize it. The reactants are: [C:1]([O:5][C:6]([N:8]1[CH2:11][C:10]([O:13][C:14]2[CH:15]=[C:16]3[C:25](=[CH:26][C:27]=2Br)[O:24][CH2:23][C:22]2[N:17]3[CH:18]([CH3:30])[C:19](=[O:29])[NH:20][N:21]=2)([CH3:12])[CH2:9]1)=[O:7])([CH3:4])([CH3:3])[CH3:2].[CH3:31][C:32]1(C)[C:36](C)(C)OB(C(C)=C)O1.C([O-])([O-])=O.[K+].[K+].C(Cl)Cl. (3) Given the product [Cl:1][C:2]1[CH:3]=[C:4]([NH:17][C:18]2[C:19]3[CH:27]=[C:26]([NH2:28])[N:25]=[CH:24][C:20]=3[N:21]=[CH:22][N:23]=2)[CH:5]=[CH:6][C:7]=1[O:8][CH2:9][C:10]1[CH:15]=[CH:14][CH:13]=[C:12]([Cl:16])[CH:11]=1, predict the reactants needed to synthesize it. The reactants are: [Cl:1][C:2]1[CH:3]=[C:4]([NH:17][C:18]2[C:19]3[CH:27]=[C:26]([NH:28]CC4C=CC(OC)=CC=4)[N:25]=[CH:24][C:20]=3[N:21]=[CH:22][N:23]=2)[CH:5]=[CH:6][C:7]=1[O:8][CH2:9][C:10]1[CH:15]=[CH:14][CH:13]=[C:12]([Cl:16])[CH:11]=1.FC(F)(F)C(O)=O.C1(OC)C=CC=CC=1. (4) The reactants are: [F:1][C:2]1([F:36])[CH2:7][CH2:6][CH:5]([CH2:8][C:9]2[C:17]3[C:12](=[N:13][CH:14]=[C:15]([C:18]4[C:19]([CH3:24])=[N:20][O:21][C:22]=4[CH3:23])[CH:16]=3)[N:11]([C:25]3[N:30]=[CH:29][C:28]([C:31]([O:33]CC)=[O:32])=[CH:27][CH:26]=3)[CH:10]=2)[CH2:4][CH2:3]1.[OH-].[Li+].O. Given the product [F:36][C:2]1([F:1])[CH2:3][CH2:4][CH:5]([CH2:8][C:9]2[C:17]3[C:12](=[N:13][CH:14]=[C:15]([C:18]4[C:19]([CH3:24])=[N:20][O:21][C:22]=4[CH3:23])[CH:16]=3)[N:11]([C:25]3[N:30]=[CH:29][C:28]([C:31]([OH:33])=[O:32])=[CH:27][CH:26]=3)[CH:10]=2)[CH2:6][CH2:7]1, predict the reactants needed to synthesize it. (5) Given the product [Cl:1][C:2]1[CH:7]=[CH:6][C:5]([C:8]2[CH:13]=[C:12]([CH3:14])[N:11]=[C:10]([N:15]3[CH:19]=[C:18]([C:26]4[CH:27]=[CH:28][C:23]([NH2:22])=[N:24][CH:25]=4)[N:17]=[CH:16]3)[N:9]=2)=[CH:4][C:3]=1[CH3:21], predict the reactants needed to synthesize it. The reactants are: [Cl:1][C:2]1[CH:7]=[CH:6][C:5]([C:8]2[CH:13]=[C:12]([CH3:14])[N:11]=[C:10]([N:15]3[CH:19]=[C:18](I)[N:17]=[CH:16]3)[N:9]=2)=[CH:4][C:3]=1[CH3:21].[NH2:22][C:23]1[CH:28]=[CH:27][C:26](B2OC(C)(C)C(C)(C)O2)=[CH:25][N:24]=1. (6) Given the product [CH3:12][O:13][C:14]1[CH:30]=[CH:29][CH:28]=[CH:27][C:15]=1[CH2:16][NH:17][C:18]1[C:19]([CH2:20][OH:21])=[CH:23][CH:24]=[CH:25][N:26]=1, predict the reactants needed to synthesize it. The reactants are: [H-].[Al+3].[Li+].[H-].[H-].[H-].O1CCCC1.[CH3:12][O:13][C:14]1[CH:30]=[CH:29][CH:28]=[CH:27][C:15]=1[CH2:16][NH:17][C:18]1[N:26]=[CH:25][CH:24]=[CH:23][C:19]=1[C:20](O)=[O:21].[OH-].[Na+]. (7) Given the product [CH3:32][C:31]1[C:24]2[C:23]([CH2:22][N:15]3[C:16]4[CH:21]=[CH:20][CH:19]=[CH:18][C:17]=4[N:13]([CH2:12][CH2:11][S:8]([OH:10])(=[O:9])=[O:7])[C:14]3=[O:33])=[CH:27][S:26][C:25]=2[CH:28]=[CH:29][CH:30]=1, predict the reactants needed to synthesize it. The reactants are: C1([O:7][S:8]([CH2:11][CH2:12][N:13]2[C:17]3[CH:18]=[CH:19][CH:20]=[CH:21][C:16]=3[N:15]([CH2:22][C:23]3[C:24]4[C:31]([CH3:32])=[CH:30][CH:29]=[CH:28][C:25]=4[S:26][CH:27]=3)[C:14]2=[O:33])(=[O:10])=[O:9])C=CC=CC=1.[OH-].[Na+].Cl.O.